From a dataset of Catalyst prediction with 721,799 reactions and 888 catalyst types from USPTO. Predict which catalyst facilitates the given reaction. Reactant: [CH3:1][CH:2]1[C:8]2=[C:9]3[C:13](=[CH:14][CH:15]=[C:7]2[O:6][CH2:5][CH2:4][N:3]1[C:16]([O:18][C:19]([CH3:22])([CH3:21])[CH3:20])=[O:17])[NH:12][CH:11]=[CH:10]3.[H-].[Na+].[CH3:25][O:26][C:27]1[CH:32]=[C:31]([CH3:33])[CH:30]=[CH:29][C:28]=1[S:34](Cl)(=[O:36])=[O:35]. The catalyst class is: 3. Product: [CH3:25][O:26][C:27]1[CH:32]=[C:31]([CH3:33])[CH:30]=[CH:29][C:28]=1[S:34]([N:12]1[C:13]2[C:9](=[C:8]3[CH:2]([CH3:1])[N:3]([C:16]([O:18][C:19]([CH3:21])([CH3:20])[CH3:22])=[O:17])[CH2:4][CH2:5][O:6][C:7]3=[CH:15][CH:14]=2)[CH:10]=[CH:11]1)(=[O:35])=[O:36].